This data is from Full USPTO retrosynthesis dataset with 1.9M reactions from patents (1976-2016). The task is: Predict the reactants needed to synthesize the given product. The reactants are: [NH:1]1[CH2:4][CH:3]([O:5][C:6]2[CH:11]=[CH:10][C:9]([CH2:12][N:13]([CH3:15])[CH3:14])=[CH:8][CH:7]=2)[CH2:2]1.[F:16][CH:17]([F:35])[O:18][C:19]1[CH:24]=[CH:23][C:22]([C:25]2[O:29][C:28]([C:30](OCC)=[O:31])=[N:27][N:26]=2)=[CH:21][CH:20]=1. Given the product [F:35][CH:17]([F:16])[O:18][C:19]1[CH:20]=[CH:21][C:22]([C:25]2[O:29][C:28]([C:30]([N:1]3[CH2:2][CH:3]([O:5][C:6]4[CH:7]=[CH:8][C:9]([CH2:12][N:13]([CH3:15])[CH3:14])=[CH:10][CH:11]=4)[CH2:4]3)=[O:31])=[N:27][N:26]=2)=[CH:23][CH:24]=1, predict the reactants needed to synthesize it.